This data is from Full USPTO retrosynthesis dataset with 1.9M reactions from patents (1976-2016). The task is: Predict the reactants needed to synthesize the given product. (1) Given the product [ClH:20].[NH2:7][C@@H:6]1[CH2:5][O:4][N:3]([CH2:15][C:16]([F:18])([F:17])[F:19])[C:2]1=[O:1], predict the reactants needed to synthesize it. The reactants are: [O:1]=[C:2]1[C@H:6]([NH:7]C(=O)OC(C)(C)C)[CH2:5][O:4][N:3]1[CH2:15][C:16]([F:19])([F:18])[F:17].[ClH:20]. (2) The reactants are: Cl[C:2]1[N:7]=[N:6][C:5]([C:8]([O:10][CH3:11])=[O:9])=[CH:4][CH:3]=1.[F:12][C:13]1[CH:18]=[CH:17][C:16]([C:19]([CH3:23])([CH3:22])[CH2:20][NH2:21])=[CH:15][CH:14]=1.C(=O)([O-])[O-].[K+].[K+]. Given the product [F:12][C:13]1[CH:14]=[CH:15][C:16]([C:19]([CH3:23])([CH3:22])[CH2:20][NH:21][C:2]2[N:7]=[N:6][C:5]([C:8]([O:10][CH3:11])=[O:9])=[CH:4][CH:3]=2)=[CH:17][CH:18]=1, predict the reactants needed to synthesize it. (3) Given the product [CH2:40]([NH:44][NH:45][C:27]([C@@H:11]1[CH2:10][C@@H:9]([S:8][CH2:7][C:6]2[CH:5]=[CH:4][C:3]([O:2][CH3:1])=[CH:31][CH:30]=2)[CH2:13][N:12]1[S:14]([C:17]1[CH:26]=[CH:25][C:24]2[C:19](=[CH:20][CH:21]=[CH:22][CH:23]=2)[CH:18]=1)(=[O:16])=[O:15])=[O:29])[CH:41]([CH3:43])[CH3:42], predict the reactants needed to synthesize it. The reactants are: [CH3:1][O:2][C:3]1[CH:31]=[CH:30][C:6]([CH2:7][S:8][C@H:9]2[CH2:13][N:12]([S:14]([C:17]3[CH:26]=[CH:25][C:24]4[C:19](=[CH:20][CH:21]=[CH:22][CH:23]=4)[CH:18]=3)(=[O:16])=[O:15])[C@H:11]([C:27]([OH:29])=O)[CH2:10]2)=[CH:5][CH:4]=1.ON1C=CC=CC1=O.[CH2:40]([NH:44][NH2:45])[CH:41]([CH3:43])[CH3:42].S([O-])([O-])(=O)=O.C(O)(=O)C. (4) Given the product [CH3:38][C:5]([O:7][C:8]1[CH:13]=[CH:12][C:11]([O:14][CH2:15][C:16]2[C:17]([C:33]([F:35])([F:36])[F:34])=[N:18][C:19]([C:22]3[CH:27]=[CH:26][C:25]([O:28][C:29]([F:30])([F:31])[F:32])=[CH:24][CH:23]=3)=[CH:20][CH:21]=2)=[CH:10][C:9]=1[CH3:37])([CH3:6])[C:4]([OH:39])=[O:3], predict the reactants needed to synthesize it. The reactants are: C([O:3][C:4](=[O:39])[C:5]([CH3:38])([O:7][C:8]1[CH:13]=[CH:12][C:11]([O:14][CH2:15][C:16]2[C:17]([C:33]([F:36])([F:35])[F:34])=[N:18][C:19]([C:22]3[CH:27]=[CH:26][C:25]([O:28][C:29]([F:32])([F:31])[F:30])=[CH:24][CH:23]=3)=[CH:20][CH:21]=2)=[CH:10][C:9]=1[CH3:37])[CH3:6])C.[Li+].[OH-]. (5) Given the product [F:1][C:2]1[CH:3]=[N:4][C:5]([C@@H:8]([NH:10][C:12]2[N:17]=[C:16]([NH:18][C:19]3[CH:23]=[C:22]([CH3:24])[NH:21][N:20]=3)[C:15]([C:25]([F:26])([F:28])[F:27])=[CH:14][N:13]=2)[CH3:9])=[N:6][CH:7]=1, predict the reactants needed to synthesize it. The reactants are: [F:1][C:2]1[CH:3]=[N:4][C:5]([C@@H:8]([NH2:10])[CH3:9])=[N:6][CH:7]=1.Cl[C:12]1[N:17]=[C:16]([NH:18][C:19]2[CH:23]=[C:22]([CH3:24])[NH:21][N:20]=2)[C:15]([C:25]([F:28])([F:27])[F:26])=[CH:14][N:13]=1.CCN(C(C)C)C(C)C. (6) Given the product [Br:8][C:6]1[N:7]=[C:2]([N:25]2[C:26]3[C:22](=[CH:21][C:20]([O:27][CH3:28])=[CH:19][C:18]=3[Br:17])[CH2:23][CH2:24]2)[C:3](=[O:15])[N:4]([C@@H:9]([CH2:12][O:13][CH3:14])[CH2:10][CH3:11])[CH:5]=1, predict the reactants needed to synthesize it. The reactants are: Br[C:2]1[C:3](=[O:15])[N:4]([C@@H:9]([CH2:12][O:13][CH3:14])[CH2:10][CH3:11])[CH:5]=[C:6]([Br:8])[N:7]=1.Cl.[Br:17][C:18]1[CH:19]=[C:20]([O:27][CH3:28])[CH:21]=[C:22]2[C:26]=1[NH:25][CH2:24][CH2:23]2. (7) Given the product [Br:1][C:2]1[S:3][C:4]2[CH:10]=[C:9]([CH2:11][OH:12])[CH:8]=[C:7]([F:15])[C:5]=2[N:6]=1, predict the reactants needed to synthesize it. The reactants are: [Br:1][C:2]1[S:3][C:4]2[CH:10]=[C:9]([C:11](OC)=[O:12])[CH:8]=[C:7]([F:15])[C:5]=2[N:6]=1.C1COCC1.CC(C[Al]CC(C)C)C.